Predict the reaction yield, written as a fraction of the theoretical maximum amount of product (1.0 means a 100% yield; for example, 0.34 means a 34% yield). From a dataset of Reaction yield outcomes from USPTO patents with 853,638 reactions. (1) The reactants are Cl[C:2]1C=C(N([C@H]2CC[C@H](N(C)C)CC2)CC)C(C)=C([CH:10]=1)C(O)=O.[Cl:24][C:25]1[CH:26]=[C:27]([N:47]([CH2:57][CH3:58])[C@H:48]2[CH2:53][CH2:52][C@H:51]([N:54]([CH3:56])[CH3:55])[CH2:50][CH2:49]2)[C:28]([CH3:46])=[C:29]([CH:45]=1)[C:30]([NH:32][CH2:33][C:34]1[C:39](=[O:40])[N:38]2[NH:41][CH:42]=C[C:37]2=CC=1C)=[O:31].O=[C:60](CC)CC(OCC)=O.C(N(CC)CC)C.C1CN([P+](ON2N=NC3C=CC=CC2=3)(N2CCCC2)N2CCCC2)CC1.F[P-](F)(F)(F)(F)F. The catalyst is CS(C)=O. The product is [Cl:24][C:25]1[CH:26]=[C:27]([N:47]([C@H:48]2[CH2:53][CH2:52][C@H:51]([N:54]([CH3:56])[CH3:55])[CH2:50][CH2:49]2)[CH2:57][CH3:58])[C:28]([CH3:46])=[C:29]([CH:45]=1)[C:30]([NH:32][CH2:33][C:34]1[C:42]([CH2:2][CH3:10])=[N:41][N:38]([CH3:37])[C:39]=1[O:40][CH3:60])=[O:31]. The yield is 0.831. (2) The yield is 0.560. The catalyst is C(Cl)Cl.O1CCCC1. The reactants are FC(F)(F)C(O)=O.[Cl:8][C:9]1[C:10]([F:40])=[C:11]([CH:15]2[C:19]([C:22]3[CH:27]=[CH:26][C:25]([Cl:28])=[CH:24][C:23]=3[F:29])([C:20]#[N:21])[CH:18]([CH2:30][C:31]3([CH2:35][OH:36])[CH2:34][CH2:33][CH2:32]3)[NH:17][CH:16]2[C:37](O)=[O:38])[CH:12]=[CH:13][CH:14]=1.CC1(C)[O:46][C@@H:45]([CH2:47][CH2:48][NH2:49])[CH2:44][O:43]1.CN(C(ON1N=NC2C=CC=NC1=2)=[N+](C)C)C.F[P-](F)(F)(F)(F)F.CCN(C(C)C)C(C)C.Cl. The product is [OH:46][C@H:45]([CH2:44][OH:43])[CH2:47][CH2:48][NH:49][C:37]([CH:16]1[CH:15]([C:11]2[CH:12]=[CH:13][CH:14]=[C:9]([Cl:8])[C:10]=2[F:40])[C:19]([C:22]2[CH:27]=[CH:26][C:25]([Cl:28])=[CH:24][C:23]=2[F:29])([C:20]#[N:21])[CH:18]([CH2:30][C:31]2([CH2:35][OH:36])[CH2:32][CH2:33][CH2:34]2)[NH:17]1)=[O:38]. (3) The reactants are Br[C:2]1[C:7]([O:8][CH2:9][CH3:10])=[CH:6][CH:5]=[C:4]([N+:11]([O-])=O)[N:3]=1. The catalyst is CCOC(C)=O.CCO.[Pd]. The product is [CH2:9]([O:8][C:7]1[CH:6]=[CH:5][C:4]([NH2:11])=[N:3][CH:2]=1)[CH3:10]. The yield is 0.940. (4) The reactants are [ClH:1].O1CCOCC1.[CH2:8]([NH:10][C:11]1[NH:15][C:14]2[CH:16]=[C:17]([C:20]3[CH:21]=[CH:22][C:23]4[O:29][CH2:28][CH2:27][N:26](C(OC(C)(C)C)=O)[CH2:25][C:24]=4[CH:37]=3)[CH:18]=[CH:19][C:13]=2[N:12]=1)[CH3:9]. The catalyst is CO. The product is [ClH:1].[ClH:1].[CH2:8]([NH:10][C:11]1[NH:12][C:13]2[CH:19]=[CH:18][C:17]([C:20]3[CH:21]=[CH:22][C:23]4[O:29][CH2:28][CH2:27][NH:26][CH2:25][C:24]=4[CH:37]=3)=[CH:16][C:14]=2[N:15]=1)[CH3:9]. The yield is 1.00. (5) The reactants are [CH3:1][C:2]([CH3:30])([CH3:29])[CH2:3][N:4]([CH3:28])[C:5]1[C:10]([C:11]#[N:12])=[C:9]([NH:13][C:14]2[CH:19]=[C:18]([C:20]3[NH:24][CH:23]=[N:22][N:21]=3)[CH:17]=[CH:16][C:15]=2[CH3:25])[N:8]=[C:7](SC)[N:6]=1. The catalyst is C(O)C.O.O.[Ni]. The product is [CH3:1][C:2]([CH3:30])([CH3:29])[CH2:3][N:4]([CH3:28])[C:5]1[C:10]([C:11]#[N:12])=[C:9]([NH:13][C:14]2[CH:19]=[C:18]([C:20]3[NH:24][CH:23]=[N:22][N:21]=3)[CH:17]=[CH:16][C:15]=2[CH3:25])[N:8]=[CH:7][N:6]=1. The yield is 0.100. (6) The reactants are [C:1]1([N:7]2[CH2:12][CH2:11][N:10]([C:13]([C@H:15]3[CH2:22][CH2:21][C:18]4([CH2:20][CH2:19]4)[CH2:17][C@@H:16]3[C:23]([OH:25])=O)=[O:14])[CH2:9][CH2:8]2)[CH:6]=[CH:5][CH:4]=[CH:3][CH:2]=1.Cl.NO.F[P-](F)(F)(F)(F)F.[N:36]1([O:45][P+](N(C)C)(N(C)C)N(C)C)C2C=CC=CC=2N=N1.CCN(C(C)C)C(C)C. The catalyst is CN(C=O)C. The product is [OH:45][NH:36][C:23]([C@@H:16]1[C@@H:15]([C:13]([N:10]2[CH2:9][CH2:8][N:7]([C:1]3[CH:6]=[CH:5][CH:4]=[CH:3][CH:2]=3)[CH2:12][CH2:11]2)=[O:14])[CH2:22][CH2:21][C:18]2([CH2:19][CH2:20]2)[CH2:17]1)=[O:25]. The yield is 0.440. (7) The reactants are [CH3:1][C:2]([C:9]([OH:11])=[O:10])([CH2:4][CH2:5][C:6]([OH:8])=[O:7])[NH2:3].Cl[C:13]([O:15][CH2:16][C:17]1[CH:22]=[CH:21][CH:20]=[CH:19][CH:18]=1)=[O:14]. The catalyst is [OH-].[Na+]. The product is [CH2:16]([O:15][C:13]([NH:3][C@:2]([CH3:1])([C:9]([OH:11])=[O:10])[CH2:4][CH2:5][C:6]([OH:8])=[O:7])=[O:14])[C:17]1[CH:22]=[CH:21][CH:20]=[CH:19][CH:18]=1. The yield is 0.830.